Dataset: Reaction yield outcomes from USPTO patents with 853,638 reactions. Task: Predict the reaction yield, written as a fraction of the theoretical maximum amount of product (1.0 means a 100% yield; for example, 0.34 means a 34% yield). (1) The reactants are Br[C:2]1[CH:7]=[CH:6][C:5]([O:8][CH2:9][CH2:10][C@@H:11]([CH3:18])[CH2:12][CH2:13][CH:14]=[C:15]([CH3:17])[CH3:16])=[CH:4][CH:3]=1.[B:19](OC)([O:22]C)[O:20]C.Cl. The catalyst is O1CCCC1. The product is [CH3:18][C@@H:11]([CH2:12][CH2:13][CH:14]=[C:15]([CH3:17])[CH3:16])[CH2:10][CH2:9][O:8][C:5]1[CH:6]=[CH:7][C:2]([B:19]([OH:22])[OH:20])=[CH:3][CH:4]=1. The yield is 0.650. (2) The reactants are [Cl:1][C:2]1[CH:31]=[CH:30][CH:29]=[CH:28][C:3]=1[C:4]([NH:6][C:7]1[CH:12]=[CH:11][C:10]([S:13][C:14]2[N:19]=[C:18](Cl)[CH:17]=[C:16]([NH:21][C:22]3[NH:23][N:24]=[C:25]([CH3:27])[CH:26]=3)[N:15]=2)=[CH:9][CH:8]=1)=[O:5].[NH:32]1[CH2:35][CH2:34][CH2:33]1.C(N(CC)C(C)C)(C)C. The catalyst is C(O)CCC. The product is [N:32]1([C:18]2[CH:17]=[C:16]([NH:21][C:22]3[NH:23][N:24]=[C:25]([CH3:27])[CH:26]=3)[N:15]=[C:14]([S:13][C:10]3[CH:9]=[CH:8][C:7]([NH:6][C:4](=[O:5])[C:3]4[CH:28]=[CH:29][CH:30]=[CH:31][C:2]=4[Cl:1])=[CH:12][CH:11]=3)[N:19]=2)[CH2:35][CH2:34][CH2:33]1. The yield is 0.520. (3) The reactants are C(=O)([O-])[O-].[K+].[K+].[CH3:7][N:8]=[C:9]=[O:10].[CH2:11]([C:13]1[C:14]([O:19][C:20]2[CH:25]=[CH:24][C:23]([N+:26]([O-:28])=[O:27])=[CH:22][C:21]=2[C:29]([F:32])([F:31])[F:30])=[N:15][NH:16][C:17]=1[CH3:18])[CH3:12].Cl. The catalyst is C(OCC)(=O)C. The product is [CH3:7][NH:8][C:9]([N:16]1[C:17]([CH3:18])=[C:13]([CH2:11][CH3:12])[C:14]([O:19][C:20]2[CH:25]=[CH:24][C:23]([N+:26]([O-:28])=[O:27])=[CH:22][C:21]=2[C:29]([F:30])([F:31])[F:32])=[N:15]1)=[O:10]. The yield is 0.636.